From a dataset of Reaction yield outcomes from USPTO patents with 853,638 reactions. Predict the reaction yield, written as a fraction of the theoretical maximum amount of product (1.0 means a 100% yield; for example, 0.34 means a 34% yield). (1) The reactants are [NH2:1][C@@H:2]1[C:10]2[C:5](=[CH:6][CH:7]=[CH:8][CH:9]=2)[CH2:4][C@@H:3]1[OH:11].C(N(CC)CC)C.[CH3:19][C:20]([O:23][C:24](O[C:24]([O:23][C:20]([CH3:22])([CH3:21])[CH3:19])=[O:25])=[O:25])([CH3:22])[CH3:21]. The catalyst is C1COCC1. The product is [C:20]([O:23][C:24](=[O:25])[NH:1][C@@H:2]1[C:10]2[C:5](=[CH:6][CH:7]=[CH:8][CH:9]=2)[CH2:4][C@@H:3]1[OH:11])([CH3:22])([CH3:21])[CH3:19]. The yield is 0.990. (2) The product is [F:22][C:2]([F:1])([F:21])[C:3]1[CH:4]=[CH:5][CH:6]=[C:7]2[C:12]=1[N:11]=[CH:10][CH:9]=[C:8]2[C:13]1[CH:14]=[C:15]([CH:18]=[CH:19][CH:20]=1)[CH2:16][NH:23][C:24]1[CH:33]=[CH:32][CH:31]=[C:30]2[C:25]=1[CH:26]=[CH:27][CH:28]=[C:29]2[CH2:34][C:35]([OH:37])=[O:36]. The reactants are [F:1][C:2]([F:22])([F:21])[C:3]1[CH:4]=[CH:5][CH:6]=[C:7]2[C:12]=1[N:11]=[CH:10][CH:9]=[C:8]2[C:13]1[CH:14]=[C:15]([CH:18]=[CH:19][CH:20]=1)[CH:16]=O.[NH2:23][C:24]1[CH:33]=[CH:32][CH:31]=[C:30]2[C:25]=1[CH:26]=[CH:27][CH:28]=[C:29]2[CH2:34][C:35]([OH:37])=[O:36].[BH-](OC(C)=O)(OC(C)=O)OC(C)=O.[Na+].C(O)(=O)C. The yield is 0.300. The catalyst is CN(C=O)C. (3) The product is [Br:3][C:4]1[CH:5]=[CH:6][C:7]2[N:11]=[C:10]([O:30][CH:27]3[CH2:28][CH2:29][O:24][CH2:25][CH2:26]3)[N:9]([C:16]3[CH:21]=[CH:20][N:19]=[C:18]([NH2:22])[N:17]=3)[C:8]=2[CH:23]=1. The catalyst is CN(C)C=O. The reactants are [H-].[Na+].[Br:3][C:4]1[CH:5]=[CH:6][C:7]2[N:11]=[C:10](C(Cl)(Cl)Cl)[N:9]([C:16]3[CH:21]=[CH:20][N:19]=[C:18]([NH2:22])[N:17]=3)[C:8]=2[CH:23]=1.[O:24]1[CH2:29][CH2:28][CH:27]([OH:30])[CH2:26][CH2:25]1. The yield is 0.280. (4) The reactants are [CH3:1][O:2][C:3](=[O:12])[C:4]1[CH:9]=[CH:8][CH:7]=[C:6]([CH2:10]Br)[CH:5]=1.[C-:13]#[N:14].[Na+]. The catalyst is CN(C=O)C.O. The product is [CH3:1][O:2][C:3](=[O:12])[C:4]1[CH:9]=[CH:8][CH:7]=[C:6]([CH2:10][C:13]#[N:14])[CH:5]=1. The yield is 0.700. (5) The reactants are FC(F)(F)C(O)=O.C(OC([N:15]1[CH2:20][CH2:19][N:18]([C:21]([CH2:30][NH:31][S:32]([C:35]2[CH:40]=[CH:39][C:38]([O:41][CH2:42][C:43]#[C:44][CH3:45])=[CH:37][CH:36]=2)(=[O:34])=[O:33])([C:26]([O:28][CH3:29])=[O:27])[C:22]([O:24][CH3:25])=[O:23])[CH2:17][CH2:16]1)=O)(C)(C)C.C(=O)([O-])O.[Na+]. The catalyst is ClCCl. The product is [CH2:42]([O:41][C:38]1[CH:39]=[CH:40][C:35]([S:32]([NH:31][CH2:30][C:21]([N:18]2[CH2:17][CH2:16][NH:15][CH2:20][CH2:19]2)([C:22]([O:24][CH3:25])=[O:23])[C:26]([O:28][CH3:29])=[O:27])(=[O:34])=[O:33])=[CH:36][CH:37]=1)[C:43]#[C:44][CH3:45]. The yield is 0.980. (6) The reactants are [OH-].[OH-].[C:3]1([B+2])[CH:8]=[CH:7][CH:6]=[CH:5][CH:4]=1.[F-].[K+].Br[C:13]1[S:14][CH:15]=[CH:16][CH:17]=1. The catalyst is C([O-])(=O)C.[Pd+2].C([O-])(=O)C.C(P(C(C)(C)C)C1C=CC=CC=1C1C=CC=CC=1)(C)(C)C.C1COCC1. The product is [C:3]1([C:13]2[S:14][CH:15]=[CH:16][CH:17]=2)[CH:8]=[CH:7][CH:6]=[CH:5][CH:4]=1. The yield is 0.990. (7) The reactants are [F:1][C:2]1[CH:7]=[CH:6][CH:5]=[C:4]([F:8])[C:3]=1[N:9]1[C:14]2[N:15]=[C:16](S(C)=O)[N:17]=[C:18]([C:19]3[CH:20]=[C:21]([CH:32]=[CH:33][C:34]=3[CH3:35])[C:22]([NH:24][C:25]3[CH:30]=[CH:29][C:28]([F:31])=[CH:27][CH:26]=3)=[O:23])[C:13]=2[CH2:12][NH:11][C:10]1=[O:39].C(N(C(C)C)CC)(C)C.[CH3:49][N:50]([CH3:54])[CH2:51][CH2:52][NH2:53]. The catalyst is C(Cl)Cl. The product is [F:1][C:2]1[CH:7]=[CH:6][CH:5]=[C:4]([F:8])[C:3]=1[N:9]1[C:14]2[N:15]=[C:16]([NH:53][CH2:52][CH2:51][N:50]([CH3:54])[CH3:49])[N:17]=[C:18]([C:19]3[CH:20]=[C:21]([CH:32]=[CH:33][C:34]=3[CH3:35])[C:22]([NH:24][C:25]3[CH:30]=[CH:29][C:28]([F:31])=[CH:27][CH:26]=3)=[O:23])[C:13]=2[CH2:12][NH:11][C:10]1=[O:39]. The yield is 0.420.